From a dataset of Forward reaction prediction with 1.9M reactions from USPTO patents (1976-2016). Predict the product of the given reaction. (1) Given the reactants [C:1]([OH:12])(=[O:11])[CH2:2][C:3]1[C:4](=[CH:6][CH:7]=[C:8]([CH:10]=1)[OH:9])[OH:5].[C:13](Cl)(=[O:20])[C:14]1[CH:19]=[CH:18][CH:17]=[CH:16][CH:15]=1.[OH2:22], predict the reaction product. The product is: [C:13]([OH:20])(=[O:5])[C:14]1[CH:19]=[CH:18][CH:17]=[CH:16][CH:15]=1.[C:13]([OH:20])(=[O:22])[C:14]1[CH:19]=[CH:18][CH:17]=[CH:16][CH:15]=1.[OH:5][C:4]1[CH:6]=[CH:7][C:8]([OH:9])=[CH:10][C:3]=1[CH2:2][C:1]([OH:12])=[O:11]. (2) Given the reactants [N+:1]([C:4]1[CH:9]=[CH:8][CH:7]=[CH:6][C:5]=1[C:10]1[S:14][C:13]([C:15]([O:17][CH2:18][CH3:19])=[O:16])=[N:12][N:11]=1)([O-])=O.O.[Cl-].[NH4+], predict the reaction product. The product is: [NH2:1][C:4]1[CH:9]=[CH:8][CH:7]=[CH:6][C:5]=1[C:10]1[S:14][C:13]([C:15]([O:17][CH2:18][CH3:19])=[O:16])=[N:12][N:11]=1. (3) Given the reactants [CH2:1]([N:8]1[C:16]2[C:11](=[CH:12][C:13](Br)=[CH:14][CH:15]=2)[CH:10]=[CH:9]1)[C:2]1[CH:7]=[CH:6][CH:5]=[CH:4][CH:3]=1.[C:18]1(B(O)O)[CH:23]=[CH:22][CH:21]=[CH:20][CH:19]=1.ClCCl.C(=O)([O-])[O-].[K+].[K+], predict the reaction product. The product is: [CH2:1]([N:8]1[C:16]2[C:11](=[CH:12][C:13]([C:18]3[CH:23]=[CH:22][CH:21]=[CH:20][CH:19]=3)=[CH:14][CH:15]=2)[CH:10]=[CH:9]1)[C:2]1[CH:7]=[CH:6][CH:5]=[CH:4][CH:3]=1. (4) Given the reactants [Cl:1][C:2]1[C:7]([C:8]2[N:9]=[C:10]([CH:20]3[CH2:23][CH2:22][CH2:21]3)[S:11][C:12]=2[C:13]2[CH:18]=[CH:17][N:16]=[C:15](Cl)[N:14]=2)=[CH:6][CH:5]=[CH:4][C:3]=1[NH:24][S:25]([C:28]1[C:33]([F:34])=[CH:32][CH:31]=[CH:30][C:29]=1[F:35])(=[O:27])=[O:26].[NH3:36].CO, predict the reaction product. The product is: [NH2:36][C:15]1[N:14]=[C:13]([C:12]2[S:11][C:10]([CH:20]3[CH2:21][CH2:22][CH2:23]3)=[N:9][C:8]=2[C:7]2[C:2]([Cl:1])=[C:3]([NH:24][S:25]([C:28]3[C:33]([F:34])=[CH:32][CH:31]=[CH:30][C:29]=3[F:35])(=[O:27])=[O:26])[CH:4]=[CH:5][CH:6]=2)[CH:18]=[CH:17][N:16]=1. (5) Given the reactants [C:1]([C:4]1[CH:5]=[C:6]([C:13]2[CH:35]=[CH:34][C:16]([CH2:17][NH:18][C@@H:19]([C:28]3[CH:33]=[CH:32][CH:31]=[CH:30][CH:29]=3)[C:20]([O:22]C3CCCC3)=[O:21])=[CH:15][CH:14]=2)[S:7][C:8]=1[NH:9][C:10](=[O:12])[NH2:11])(=[O:3])[NH2:2].[Li+].[OH-], predict the reaction product. The product is: [C:1]([C:4]1[CH:5]=[C:6]([C:13]2[CH:35]=[CH:34][C:16]([CH2:17][NH:18][C@@H:19]([C:28]3[CH:29]=[CH:30][CH:31]=[CH:32][CH:33]=3)[C:20]([OH:22])=[O:21])=[CH:15][CH:14]=2)[S:7][C:8]=1[NH:9][C:10](=[O:12])[NH2:11])(=[O:3])[NH2:2].